From a dataset of Forward reaction prediction with 1.9M reactions from USPTO patents (1976-2016). Predict the product of the given reaction. Given the reactants [CH3:1][C:2]1[CH:3]=[C:4](/[CH:25]=[CH:26]/[C:27]#[N:28])[CH:5]=[C:6]([CH3:24])[C:7]=1[NH:8][C:9]1[CH:10]=[CH:11][N:12]=[C:13]([NH:15][C:16]2[CH:17]=[CH:18][C:19]([C:22]#[N:23])=[CH:20][CH:21]=2)[N:14]=1.[ClH:29], predict the reaction product. The product is: [CH3:1][C:2]1[CH:3]=[C:4](/[CH:25]=[CH:26]/[C:27]#[N:28])[CH:5]=[C:6]([CH3:24])[C:7]=1[NH:8][C:9]1[CH:10]=[CH:11][N:12]=[C:13]([NH:15][C:16]2[CH:17]=[CH:18][C:19]([C:22]#[N:23])=[CH:20][CH:21]=2)[N:14]=1.[ClH:29].